From a dataset of Forward reaction prediction with 1.9M reactions from USPTO patents (1976-2016). Predict the product of the given reaction. Given the reactants Cl.[NH2:2][CH:3]1[CH2:8][CH2:7][N:6]([CH2:9][C@@H:10]([C:12]2[C:13]([CH3:22])=[C:14]3[C:18](=[CH:19][CH:20]=2)[C:17](=[O:21])[O:16][CH2:15]3)[OH:11])[CH2:5][CH2:4]1.[N:23]1([C:28]2[CH:36]=[CH:35][C:31]([C:32](O)=[O:33])=[CH:30][CH:29]=2)[CH:27]=[N:26][CH:25]=[N:24]1, predict the reaction product. The product is: [OH:11][C@H:10]([C:12]1[C:13]([CH3:22])=[C:14]2[C:18](=[CH:19][CH:20]=1)[C:17](=[O:21])[O:16][CH2:15]2)[CH2:9][N:6]1[CH2:7][CH2:8][CH:3]([NH:2][C:32](=[O:33])[C:31]2[CH:30]=[CH:29][C:28]([N:23]3[CH:27]=[N:26][CH:25]=[N:24]3)=[CH:36][CH:35]=2)[CH2:4][CH2:5]1.